This data is from Experimentally validated miRNA-target interactions with 360,000+ pairs, plus equal number of negative samples. The task is: Binary Classification. Given a miRNA mature sequence and a target amino acid sequence, predict their likelihood of interaction. The miRNA is mmu-miR-146a-3p with sequence CCUGUGAAAUUCAGUUCUUCAG. The protein sequence of the target gene is MLCSLFLLLLAVGRVQTTRPCFPGCQCEEETFGLFDSFSLIRVDCSSLGPHIVPVPIPLDTAHLDLSSNRLETVNESVLAGPGYTTLAGLDLSYNLLTSIMPSAFSRLRYLESLDLSHNGLAALPAEIFTSSPLSDINLSHNRLREVSISAFTTHSQGRALHVDLSHNLIHRLLPHPARASLPAPTIQSLNLSWNRFRAVPDLRDLPLRYLSLDGNPLATINPDAFMGLAGLTHLSLASLQGILHLPPHGFRELPGLQVLDLSGNPKLKWAGAEVFSGLGLLQELDLSGSSLVPLPEMLL.... Result: 0 (no interaction).